From a dataset of Peptide-MHC class II binding affinity with 134,281 pairs from IEDB. Regression. Given a peptide amino acid sequence and an MHC pseudo amino acid sequence, predict their binding affinity value. This is MHC class II binding data. The peptide sequence is FSGVAATESAYLAYR. The MHC is DRB1_1201 with pseudo-sequence DRB1_1201. The binding affinity (normalized) is 0.0395.